Dataset: Reaction yield outcomes from USPTO patents with 853,638 reactions. Task: Predict the reaction yield, written as a fraction of the theoretical maximum amount of product (1.0 means a 100% yield; for example, 0.34 means a 34% yield). (1) The reactants are [CH3:1][C:2]1[CH:7]=[CH:6][CH:5]=[C:4]([CH3:8])[C:3]=1[O:9][CH2:10][C:11]1[C:15]([CH2:16][O:17][C:18]2[CH:19]=[C:20]3[C:24](=[CH:25][CH:26]=2)[N:23]([CH2:27][C:28]2[CH:29]=[C:30]([CH:35]=[CH:36][CH:37]=2)[C:31]([O:33]C)=[O:32])[CH:22]=[CH:21]3)=[C:14]([CH:38]([CH3:40])[CH3:39])[O:13][N:12]=1.O1CCCC1CO.[OH-].[Na+].Cl. No catalyst specified. The product is [CH3:8][C:4]1[CH:5]=[CH:6][CH:7]=[C:2]([CH3:1])[C:3]=1[O:9][CH2:10][C:11]1[C:15]([CH2:16][O:17][C:18]2[CH:19]=[C:20]3[C:24](=[CH:25][CH:26]=2)[N:23]([CH2:27][C:28]2[CH:29]=[C:30]([CH:35]=[CH:36][CH:37]=2)[C:31]([OH:33])=[O:32])[CH:22]=[CH:21]3)=[C:14]([CH:38]([CH3:40])[CH3:39])[O:13][N:12]=1. The yield is 0.880. (2) The reactants are Cl[C:2]1[C:3]([F:22])=[CH:4][N:5]2[C:10]([C:11]=1[CH3:12])=[C:9]([CH:13]1[CH2:15][CH2:14]1)[CH:8]=[C:7]([C:16]([O:18][CH2:19][CH3:20])=[O:17])[C:6]2=[O:21].CC1(C)C(C)(C)OB([C:31]2[CH:37]=[CH:36][C:34]([NH2:35])=[CH:33][CH:32]=2)O1. No catalyst specified. The product is [NH2:35][C:34]1[CH:36]=[CH:37][C:31]([C:2]2[C:3]([F:22])=[CH:4][N:5]3[C:10]([C:11]=2[CH3:12])=[C:9]([CH:13]2[CH2:15][CH2:14]2)[CH:8]=[C:7]([C:16]([O:18][CH2:19][CH3:20])=[O:17])[C:6]3=[O:21])=[CH:32][CH:33]=1. The yield is 0.930.